This data is from Reaction yield outcomes from USPTO patents with 853,638 reactions. The task is: Predict the reaction yield, written as a fraction of the theoretical maximum amount of product (1.0 means a 100% yield; for example, 0.34 means a 34% yield). (1) The product is [O:3]1[C:2]2[CH:4]=[CH:9][CH:8]=[CH:7][C:14]=2[CH:13]=[CH:12][NH:11]1. The yield is 0.550. The reactants are C[C:2]([C:4]1C=C[C:7](O)=[CH:8][CH:9]=1)=[O:3].[NH2:11][CH2:12][CH2:13][CH2:14][Si](OCC)(OCC)OCC.C=O. The catalyst is C1(C)C=CC=CC=1. (2) The catalyst is C(O)C. The reactants are [C:1](#[N:7])[CH:2]([CH2:4][C:5]#N)O.[C:8]([CH2:10][C:11]([NH2:13])=[S:12])#[N:9].[CH:14](=O)[C:15]1C=C[CH:18]=[CH:17][CH:16]=1.[NH:22]1CCCC[CH2:23]1.Cl. The yield is 0.100. The product is [NH2:22][C:23]1[NH:13][C:11](=[S:12])[C:10]([C:8]#[N:9])=[C:4]([C:5]2[CH:18]=[CH:17][CH:16]=[CH:15][CH:14]=2)[C:2]=1[C:1]#[N:7]. (3) The reactants are [OH:1][CH2:2][C:3]1[CH:4]=[C:5]2[C:9](=[CH:10][CH:11]=1)[NH:8][C:7]([C:12]1[C:13]3[S:19][C:18]([C:20]([OH:22])=O)=[CH:17][C:14]=3[NH:15][N:16]=1)=[CH:6]2.C(N=C=NCCCN(C)C)C.ON1C2C=CC=CC=2N=N1.C(N(C(C)C)CC)(C)C.[F:53][C:54]1[CH:59]=[CH:58][C:57]([N:60]2[CH2:65][CH2:64][NH:63][CH2:62][CH2:61]2)=[CH:56][CH:55]=1. The catalyst is CN(C)C=O.C(OCC)(=O)C.CO. The product is [F:53][C:54]1[CH:55]=[CH:56][C:57]([N:60]2[CH2:65][CH2:64][N:63]([C:20]([C:18]3[S:19][C:13]4[C:12]([C:7]5[NH:8][C:9]6[C:5]([CH:6]=5)=[CH:4][C:3]([CH2:2][OH:1])=[CH:11][CH:10]=6)=[N:16][NH:15][C:14]=4[CH:17]=3)=[O:22])[CH2:62][CH2:61]2)=[CH:58][CH:59]=1. The yield is 0.560. (4) The reactants are C(=O)([O-])[O-].[K+].[K+].[C:7]([O:11][C:12](=[O:39])[NH:13][S:14]([C:17]1[CH:22]=[CH:21][C:20]([N:23]2[C:27]([C:28]3[CH:33]=[CH:32][C:31]([CH3:34])=[CH:30][CH:29]=3)=[CH:26][C:25]([C:35]([F:38])([F:37])[F:36])=[N:24]2)=[CH:19][CH:18]=1)(=[O:16])=[O:15])([CH3:10])([CH3:9])[CH3:8].Br[CH2:41][C:42]([O:44][C:45]([CH3:48])([CH3:47])[CH3:46])=[O:43].O. The catalyst is CN(C=O)C. The product is [C:7]([O:11][C:12]([N:13]([S:14]([C:17]1[CH:18]=[CH:19][C:20]([N:23]2[C:27]([C:28]3[CH:29]=[CH:30][C:31]([CH3:34])=[CH:32][CH:33]=3)=[CH:26][C:25]([C:35]([F:37])([F:38])[F:36])=[N:24]2)=[CH:21][CH:22]=1)(=[O:15])=[O:16])[CH2:41][C:42]([O:44][C:45]([CH3:48])([CH3:47])[CH3:46])=[O:43])=[O:39])([CH3:10])([CH3:8])[CH3:9]. The yield is 0.540. (5) The reactants are [O:1]1[CH2:6][CH2:5][O:4][C:3]2[CH:7]=[C:8]([C:11]([O:13][CH2:14][CH3:15])=[O:12])[CH:9]=[CH:10][C:2]1=2.CC(OC(C)=O)=O.[N+:23]([O-])([OH:25])=[O:24]. The catalyst is CC(O)=O. The product is [N+:23]([C:9]1[C:8]([C:11]([O:13][CH2:14][CH3:15])=[O:12])=[CH:7][C:3]2[O:4][CH2:5][CH2:6][O:1][C:2]=2[CH:10]=1)([O-:25])=[O:24]. The yield is 0.990. (6) The reactants are [K+].[N:2]1([CH2:8][C:9]([O-:11])=O)[CH2:7][CH2:6][O:5][CH2:4][CH2:3]1.FC(F)(F)C(O)=O.[C:19]1([C:25]2[CH:30]=[C:29]([CH:31]3[CH2:36][CH2:35][NH:34][CH2:33][CH2:32]3)[CH:28]=[CH:27][C:26]=2[NH:37][C:38]([C:40]2[NH:41][CH:42]=[C:43]([C:45]#[N:46])[N:44]=2)=[O:39])[CH2:24][CH2:23][CH2:22][CH2:21][CH:20]=1.C1CN([P+](Br)(N2CCCC2)N2CCCC2)CC1.F[P-](F)(F)(F)(F)F.CCN(C(C)C)C(C)C. The catalyst is C(Cl)Cl. The product is [C:19]1([C:25]2[CH:30]=[C:29]([CH:31]3[CH2:32][CH2:33][N:34]([C:9](=[O:11])[CH2:8][N:2]4[CH2:3][CH2:4][O:5][CH2:6][CH2:7]4)[CH2:35][CH2:36]3)[CH:28]=[CH:27][C:26]=2[NH:37][C:38]([C:40]2[NH:41][CH:42]=[C:43]([C:45]#[N:46])[N:44]=2)=[O:39])[CH2:24][CH2:23][CH2:22][CH2:21][CH:20]=1. The yield is 0.120. (7) The reactants are [N:1]1[CH:6]=[CH:5][CH:4]=[C:3](/[CH:7]=[C:8]2\[CH2:9][N:10]([C:15]([C:28]3[CH:33]=[CH:32][CH:31]=[CH:30][CH:29]=3)([C:22]3[CH:27]=[CH:26][CH:25]=[CH:24][CH:23]=3)[C:16]3[CH:21]=[CH:20][CH:19]=[CH:18][CH:17]=3)[CH2:11][CH2:12][CH:13]\2O)[CH:2]=1.CS(Cl)(=O)=O.C(N(CC)CC)C.[C:46]([O-:49])(=[S:48])[CH3:47].[K+]. The catalyst is ClCCl.C(OCC)(=O)C. The product is [C:46]([S:48][CH:13]1[CH2:12][CH2:11][N:10]([C:15]([C:28]2[CH:29]=[CH:30][CH:31]=[CH:32][CH:33]=2)([C:22]2[CH:23]=[CH:24][CH:25]=[CH:26][CH:27]=2)[C:16]2[CH:21]=[CH:20][CH:19]=[CH:18][CH:17]=2)[CH2:9]/[C:8]/1=[CH:7]\[C:3]1[CH:2]=[N:1][CH:6]=[CH:5][CH:4]=1)(=[O:49])[CH3:47]. The yield is 0.420. (8) The reactants are Br[C:2]1[CH:3]=[CH:4][C:5]([O:10][Si](C(C)C)(C(C)C)C(C)C)=[C:6]([CH:9]=1)[CH:7]=[O:8].[C:21]([C:23]1[CH:28]=[CH:27][C:26](B(O)O)=[CH:25][CH:24]=1)#[N:22].C(=O)([O-])[O-].[K+].[K+]. The catalyst is C1COCC1.O.C1C=CC([P]([Pd]([P](C2C=CC=CC=2)(C2C=CC=CC=2)C2C=CC=CC=2)([P](C2C=CC=CC=2)(C2C=CC=CC=2)C2C=CC=CC=2)[P](C2C=CC=CC=2)(C2C=CC=CC=2)C2C=CC=CC=2)(C2C=CC=CC=2)C2C=CC=CC=2)=CC=1. The product is [CH:7]([C:6]1[CH:9]=[C:2]([C:26]2[CH:27]=[CH:28][C:23]([C:21]#[N:22])=[CH:24][CH:25]=2)[CH:3]=[CH:4][C:5]=1[OH:10])=[O:8]. The yield is 0.620. (9) The reactants are [CH3:1][O:2][C:3]1[CH:4]=[C:5]([NH2:15])[CH:6]=[CH:7][C:8]=1[N:9]1[CH:13]=[C:12]([CH3:14])[N:11]=[CH:10]1.Cl[C:17]1[N:22]=[C:21]([N:23]2[CH2:28][CH2:27][O:26][CH2:25][CH2:24]2)[CH:20]=[C:19]([CH3:29])[N:18]=1. No catalyst specified. The product is [CH3:1][O:2][C:3]1[CH:4]=[C:5]([NH:15][C:17]2[N:18]=[C:19]([CH3:29])[CH:20]=[C:21]([N:23]3[CH2:24][CH2:25][O:26][CH2:27][CH2:28]3)[N:22]=2)[CH:6]=[CH:7][C:8]=1[N:9]1[CH:13]=[C:12]([CH3:14])[N:11]=[CH:10]1. The yield is 0.870.